This data is from NCI-60 drug combinations with 297,098 pairs across 59 cell lines. The task is: Regression. Given two drug SMILES strings and cell line genomic features, predict the synergy score measuring deviation from expected non-interaction effect. (1) Drug 1: C1=NC(=NC(=O)N1C2C(C(C(O2)CO)O)O)N. Drug 2: C1CN(CCN1C(=O)CCBr)C(=O)CCBr. Cell line: KM12. Synergy scores: CSS=29.9, Synergy_ZIP=-3.66, Synergy_Bliss=4.13, Synergy_Loewe=-1.55, Synergy_HSA=7.25. (2) Drug 1: COCCOC1=C(C=C2C(=C1)C(=NC=N2)NC3=CC=CC(=C3)C#C)OCCOC.Cl. Drug 2: CC1C(C(CC(O1)OC2CC(CC3=C2C(=C4C(=C3O)C(=O)C5=CC=CC=C5C4=O)O)(C(=O)C)O)N)O. Cell line: MOLT-4. Synergy scores: CSS=48.5, Synergy_ZIP=0.841, Synergy_Bliss=0.563, Synergy_Loewe=-21.3, Synergy_HSA=1.09. (3) Synergy scores: CSS=2.64, Synergy_ZIP=0.326, Synergy_Bliss=-0.351, Synergy_Loewe=-6.50, Synergy_HSA=-4.84. Cell line: MDA-MB-435. Drug 1: C1=C(C(=O)NC(=O)N1)N(CCCl)CCCl. Drug 2: C1=NC(=NC(=O)N1C2C(C(C(O2)CO)O)O)N.